The task is: Predict which catalyst facilitates the given reaction.. This data is from Catalyst prediction with 721,799 reactions and 888 catalyst types from USPTO. Product: [NH2:34][C:29]1[C:28]([C:35]2[CH:36]=[CH:37][CH:38]=[CH:39][CH:40]=2)=[CH:33][C:32]([C:10]2[CH:11]=[CH:12][CH:13]=[C:14]3[C:9]=2[O:8][C:7]([N:1]2[CH2:2][CH2:3][O:4][CH2:5][CH2:6]2)=[CH:16][C:15]3=[O:17])=[CH:31][CH:30]=1. Reactant: [N:1]1([C:7]2[O:8][C:9]3[C:14]([C:15](=[O:17])[CH:16]=2)=[CH:13][CH:12]=[CH:11][C:10]=3B2OC(C)(C)C(C)(C)O2)[CH2:6][CH2:5][O:4][CH2:3][CH2:2]1.[Br-].[C:28]1([C:35]2[CH:40]=[CH:39][CH:38]=[CH:37][CH:36]=2)[C:29]([NH2:34])=[CH:30][CH:31]=[CH:32][CH:33]=1.C([O-])([O-])=O.[K+].[K+].O1CCOCC1. The catalyst class is: 103.